The task is: Predict the reactants needed to synthesize the given product.. This data is from Full USPTO retrosynthesis dataset with 1.9M reactions from patents (1976-2016). Given the product [CH:5]1([O:11][C:12]2[CH:13]=[CH:14][C:15]([CH2:18][CH2:19][N+:20]([O-:22])=[O:21])=[CH:16][CH:17]=2)[CH2:6][CH2:7][CH2:8][CH2:9][CH2:10]1, predict the reactants needed to synthesize it. The reactants are: C(O)(=O)C.[CH:5]1([O:11][C:12]2[CH:17]=[CH:16][C:15](/[CH:18]=[CH:19]/[N+:20]([O-:22])=[O:21])=[CH:14][CH:13]=2)[CH2:10][CH2:9][CH2:8][CH2:7][CH2:6]1.[BH4-].[Na+].